This data is from Full USPTO retrosynthesis dataset with 1.9M reactions from patents (1976-2016). The task is: Predict the reactants needed to synthesize the given product. (1) Given the product [C:1]([O:5][C:6](=[O:15])[NH:7][C@@H:8]([CH2:11][CH:12]([CH3:13])[CH3:14])[CH2:9][O:10][C:17]1[CH:18]=[CH:19][C:20]2[C:30]3[C:25](=[CH:26][N:27]=[CH:28][CH:29]=3)[CH:24]([C:31]([F:33])([F:34])[F:32])[O:23][C:21]=2[CH:22]=1)([CH3:4])([CH3:3])[CH3:2], predict the reactants needed to synthesize it. The reactants are: [C:1]([O:5][C:6](=[O:15])[NH:7][C@@H:8]([CH2:11][CH:12]([CH3:14])[CH3:13])[CH2:9][OH:10])([CH3:4])([CH3:3])[CH3:2].Cl[C:17]1[CH:18]=[CH:19][C:20]2[C:30]3[C:25](=[CH:26][N:27]=[CH:28][CH:29]=3)[CH:24]([C:31]([F:34])([F:33])[F:32])[O:23][C:21]=2[CH:22]=1. (2) Given the product [CH:1]1([CH2:4][N:5]2[C:13]3[C:8](=[CH:9][CH:10]=[CH:11][CH:12]=3)[C:7]([CH:14]3[CH2:19][CH2:18][N:17]([CH2:34][CH2:33][CH2:32][O:31][C:28]4[CH:29]=[CH:30][C:25]([CH2:24][C:23]([OH:36])=[O:22])=[CH:26][CH:27]=4)[CH2:16][CH2:15]3)=[CH:6]2)[CH2:2][CH2:3]1, predict the reactants needed to synthesize it. The reactants are: [CH:1]1([CH2:4][N:5]2[C:13]3[C:8](=[CH:9][CH:10]=[CH:11][CH:12]=3)[C:7]([CH:14]3[CH2:19][CH2:18][NH:17][CH2:16][CH2:15]3)=[CH:6]2)[CH2:3][CH2:2]1.C([O:22][C:23](=[O:36])[CH2:24][C:25]1[CH:30]=[CH:29][C:28]([O:31][CH2:32][CH2:33][CH2:34]Cl)=[CH:27][CH:26]=1)C.C(=O)([O-])[O-].[K+].[K+].[I-].[K+]. (3) Given the product [ClH:18].[Br:1][C:2]1[N:7]=[CH:6][C:5]([C@@H:8]([NH2:11])[CH2:9][CH3:10])=[CH:4][CH:3]=1, predict the reactants needed to synthesize it. The reactants are: [Br:1][C:2]1[N:7]=[CH:6][C:5]([C@@H:8]([NH:11]S(C(C)(C)C)=O)[CH2:9][CH3:10])=[CH:4][CH:3]=1.[ClH:18].O1CCOCC1.